Dataset: TCR-epitope binding with 47,182 pairs between 192 epitopes and 23,139 TCRs. Task: Binary Classification. Given a T-cell receptor sequence (or CDR3 region) and an epitope sequence, predict whether binding occurs between them. (1) The epitope is SLYNTVATL. The TCR CDR3 sequence is CASSPGVFGNEQFF. Result: 0 (the TCR does not bind to the epitope). (2) The epitope is TPRVTGGGAM. The TCR CDR3 sequence is CASSPPYQETQYF. Result: 0 (the TCR does not bind to the epitope). (3) The epitope is LLLGIGILV. The TCR CDR3 sequence is CATSRDLSGRPDTEAFF. Result: 1 (the TCR binds to the epitope). (4) The epitope is CINGVCWTV. The TCR CDR3 sequence is CASSQEGSGAPYEQYF. Result: 1 (the TCR binds to the epitope). (5) The epitope is KAYNVTQAF. The TCR CDR3 sequence is CAIETRTGGGYEQYF. Result: 1 (the TCR binds to the epitope). (6) The TCR CDR3 sequence is CASSRADREYEQYF. Result: 1 (the TCR binds to the epitope). The epitope is FLPRVFSAV.